This data is from NCI-60 drug combinations with 297,098 pairs across 59 cell lines. The task is: Regression. Given two drug SMILES strings and cell line genomic features, predict the synergy score measuring deviation from expected non-interaction effect. (1) Drug 1: C1C(C(OC1N2C=NC3=C(N=C(N=C32)Cl)N)CO)O. Drug 2: CN(C(=O)NC(C=O)C(C(C(CO)O)O)O)N=O. Cell line: ACHN. Synergy scores: CSS=33.2, Synergy_ZIP=-0.224, Synergy_Bliss=-1.27, Synergy_Loewe=-45.9, Synergy_HSA=-3.51. (2) Drug 1: CC1=CC2C(CCC3(C2CCC3(C(=O)C)OC(=O)C)C)C4(C1=CC(=O)CC4)C. Drug 2: C1C(C(OC1N2C=NC3=C(N=C(N=C32)Cl)N)CO)O. Cell line: U251. Synergy scores: CSS=2.45, Synergy_ZIP=-0.533, Synergy_Bliss=-0.237, Synergy_Loewe=-0.159, Synergy_HSA=-0.140. (3) Drug 1: CN1C(=O)N2C=NC(=C2N=N1)C(=O)N. Drug 2: CNC(=O)C1=NC=CC(=C1)OC2=CC=C(C=C2)NC(=O)NC3=CC(=C(C=C3)Cl)C(F)(F)F. Cell line: SF-539. Synergy scores: CSS=4.06, Synergy_ZIP=0.194, Synergy_Bliss=1.89, Synergy_Loewe=-1.54, Synergy_HSA=-1.01.